Dataset: Peptide-MHC class I binding affinity with 185,985 pairs from IEDB/IMGT. Task: Regression. Given a peptide amino acid sequence and an MHC pseudo amino acid sequence, predict their binding affinity value. This is MHC class I binding data. (1) The peptide sequence is RPPMVTSGL. The MHC is HLA-B39:01 with pseudo-sequence HLA-B39:01. The binding affinity (normalized) is 0.0847. (2) The peptide sequence is SAYLELDTI. The MHC is Patr-B2401 with pseudo-sequence Patr-B2401. The binding affinity (normalized) is 0.157. (3) The peptide sequence is VLSPTIGHV. The MHC is HLA-A02:01 with pseudo-sequence HLA-A02:01. The binding affinity (normalized) is 0.872. (4) The peptide sequence is ISSRVDRYSK. The MHC is HLA-A03:01 with pseudo-sequence HLA-A03:01. The binding affinity (normalized) is 0.0561. (5) The peptide sequence is RSLFNTIATLY. The MHC is HLA-A02:03 with pseudo-sequence HLA-A02:03. The binding affinity (normalized) is 0.391. (6) The peptide sequence is FRYNGLIHR. The MHC is HLA-B51:01 with pseudo-sequence HLA-B51:01. The binding affinity (normalized) is 0.